Dataset: Full USPTO retrosynthesis dataset with 1.9M reactions from patents (1976-2016). Task: Predict the reactants needed to synthesize the given product. (1) Given the product [C:35]([N:29]1[CH2:34][CH2:33][N:32]([CH:25]2[CH2:26][CH2:27][N:23]([C:20]3[CH:21]=[CH:22][C:17]([N:11]4[CH2:10][CH2:9][C:8]5[C:13](=[CH:14][CH:15]=[C:6]([O:5][CH2:1][CH2:2][CH2:3][CH3:4])[CH:7]=5)[C:12]4=[O:16])=[CH:18][CH:19]=3)[CH2:24]2)[CH2:31][CH2:30]1)(=[O:37])[CH3:36], predict the reactants needed to synthesize it. The reactants are: [CH2:1]([O:5][C:6]1[CH:7]=[C:8]2[C:13](=[CH:14][CH:15]=1)[C:12](=[O:16])[N:11]([C:17]1[CH:22]=[CH:21][C:20]([N:23]3[CH2:27][CH2:26][C:25](=O)[CH2:24]3)=[CH:19][CH:18]=1)[CH2:10][CH2:9]2)[CH2:2][CH2:3][CH3:4].[N:29]1([C:35](=[O:37])[CH3:36])[CH2:34][CH2:33][NH:32][CH2:31][CH2:30]1. (2) Given the product [CH3:18][C:17]1[CH:19]=[CH:20][C:14]([S:11]([O:10][C@@H:9]2[CH2:8][NH:7][C@@H:6]3[C@@H:2]([OH:1])[CH2:3][O:4][C@H:5]23)(=[O:13])=[O:12])=[CH:15][CH:16]=1, predict the reactants needed to synthesize it. The reactants are: [OH:1][C@@H:2]1[C@H:6]2[N:7](C(OC(C)(C)C)=O)[CH2:8][C@@H:9]([O:10][S:11]([C:14]3[CH:20]=[CH:19][C:17]([CH3:18])=[CH:16][CH:15]=3)(=[O:13])=[O:12])[C@H:5]2[O:4][CH2:3]1.[H][H]. (3) Given the product [N+:15]([C:12]1[CH:13]=[CH:14][C:9]([O:8][C:6]2[N:5]=[CH:4][N:3]=[C:2]([NH:23][C:21]([CH:18]3[CH2:20][CH2:19]3)=[O:22])[CH:7]=2)=[CH:10][CH:11]=1)([O-:17])=[O:16], predict the reactants needed to synthesize it. The reactants are: Cl[C:2]1[CH:7]=[C:6]([O:8][C:9]2[CH:14]=[CH:13][C:12]([N+:15]([O-:17])=[O:16])=[CH:11][CH:10]=2)[N:5]=[CH:4][N:3]=1.[CH:18]1([C:21]([NH2:23])=[O:22])[CH2:20][CH2:19]1.C1(P(C2C=CC=CC=2)C2C=CC3C(=CC=CC=3)C=2C2C3C(=CC=CC=3)C=CC=2P(C2C=CC=CC=2)C2C=CC=CC=2)C=CC=CC=1.C([O-])([O-])=O.[Cs+].[Cs+]. (4) Given the product [Cl:1][C:2]1[N:7]=[CH:6][C:5]([O:8][C:9]2[CH:14]=[CH:13][C:12]([CH2:15][O:16][C:19]3[CH:20]=[C:21]4[N:28]([CH3:29])[C:27]([CH3:31])([CH3:30])[CH2:26][N:22]4[C:23](=[O:25])[N:24]=3)=[CH:11][C:10]=2[F:17])=[CH:4][CH:3]=1, predict the reactants needed to synthesize it. The reactants are: [Cl:1][C:2]1[N:7]=[CH:6][C:5]([O:8][C:9]2[CH:14]=[CH:13][C:12]([CH2:15][OH:16])=[CH:11][C:10]=2[F:17])=[CH:4][CH:3]=1.Cl[C:19]1[CH:20]=[C:21]2[N:28]([CH3:29])[C:27]([CH3:31])([CH3:30])[CH2:26][N:22]2[C:23](=[O:25])[N:24]=1.